Dataset: Reaction yield outcomes from USPTO patents with 853,638 reactions. Task: Predict the reaction yield, written as a fraction of the theoretical maximum amount of product (1.0 means a 100% yield; for example, 0.34 means a 34% yield). (1) The reactants are Cl[CH2:2][CH2:3][C:4]([C:6]1[CH:7]=[C:8]2[C:12](=[CH:13][CH:14]=1)[C:11]([CH3:16])([CH3:15])[C:10](=[O:17])[C:9]2([CH3:19])[CH3:18])=[O:5].Cl.[N:21]1([C:27]2[C:31]3[CH:32]=[CH:33][CH:34]=[CH:35][C:30]=3[S:29][N:28]=2)[CH2:26][CH2:25][NH:24][CH2:23][CH2:22]1.C(=O)([O-])[O-].[K+].[K+].[I-].[Na+]. The product is [S:29]1[C:30]2[CH:35]=[CH:34][CH:33]=[CH:32][C:31]=2[C:27]([N:21]2[CH2:22][CH2:23][N:24]([CH2:2][CH2:3][C:4]([C:6]3[CH:7]=[C:8]4[C:12](=[CH:13][CH:14]=3)[C:11]([CH3:16])([CH3:15])[C:10](=[O:17])[C:9]4([CH3:19])[CH3:18])=[O:5])[CH2:25][CH2:26]2)=[N:28]1. The catalyst is C(#N)C. The yield is 0.700. (2) The reactants are CCN(C(C)C)C(C)C.[CH3:10][NH:11][C:12](=[O:22])[C:13]1[CH:21]=[CH:20][C:16]([C:17](O)=[O:18])=[CH:15][CH:14]=1.CCN=C=NCCCN(C)C.C1C=CC2N(O)N=NC=2C=1.[NH2:44][CH2:45][C:46]([N:48]1[CH2:53][CH2:52][N:51]([C:54](=[O:65])[C:55]2[CH:60]=[CH:59][CH:58]=[CH:57][C:56]=2[C:61]([F:64])([F:63])[F:62])[CH2:50][CH2:49]1)=[O:47].Cl. The catalyst is CN(C=O)C.O. The product is [CH3:10][NH:11][C:12](=[O:22])[C:13]1[CH:21]=[CH:20][C:16]([C:17]([NH:44][CH2:45][C:46](=[O:47])[N:48]2[CH2:49][CH2:50][N:51]([C:54](=[O:65])[C:55]3[CH:60]=[CH:59][CH:58]=[CH:57][C:56]=3[C:61]([F:64])([F:62])[F:63])[CH2:52][CH2:53]2)=[O:18])=[CH:15][CH:14]=1. The yield is 0.157. (3) The reactants are [NH2:1][C@@H:2]1[CH2:7][CH2:6][CH2:5][N:4]([C:8]([O:10][C:11]([CH3:14])([CH3:13])[CH3:12])=[O:9])[CH2:3]1.[OH:15][C:16]1[CH:21]=[CH:20][N:19]=[C:18]([C:22]2[CH:23]=[N:24][N:25]3[CH:30]=[CH:29][C:28]([C:31]#[N:32])=[CH:27][C:26]=23)[N:17]=1.F[P-](F)(F)(F)(F)F.[N:40]1(O[P+](N(C)C)(N(C)C)N(C)C)[C:44]2[CH:45]=[CH:46][CH:47]=[CH:48][C:43]=2[N:42]=[N:41]1.N12CCCN=C1CCCCC2. The catalyst is CN(C=O)C. The product is [C:31]([C:28]1[CH:29]=[CH:30][N:25]2[N:24]=[CH:23][C:22]([C:18]3[N:17]=[C:16]([NH:1][C@@H:2]4[CH2:7][CH2:6][CH2:5][N:4]([C:8]([O:10][C:11]([CH3:14])([CH3:13])[CH3:12])=[O:9])[CH2:3]4)[CH:21]=[CH:20][N:19]=3)=[C:26]2[CH:27]=1)#[N:32].[N:40]1([O:15][C:16]2[CH:21]=[CH:20][N:19]=[C:18]([C:22]3[CH:23]=[N:24][N:25]4[CH:30]=[CH:29][C:28]([C:31]#[N:32])=[CH:27][C:26]=34)[N:17]=2)[C:44]2[CH:45]=[CH:46][CH:47]=[CH:48][C:43]=2[N:42]=[N:41]1. The yield is 0.660. (4) The catalyst is C(Cl)Cl. The yield is 0.809. The product is [CH3:19][C@H:10]([C:7]1[CH:8]=[CH:9][C:4]([NH:1][C:31]([C:30]2[CH:29]=[C:28]([F:27])[CH:36]=[C:35]([F:37])[CH:34]=2)=[O:32])=[CH:5][CH:6]=1)[CH2:11][NH:12][S:13]([CH:16]([CH3:18])[CH3:17])(=[O:15])=[O:14]. The reactants are [N+:1]([C:4]1[CH:9]=[CH:8][C:7]([C@@H:10]([CH3:19])[CH2:11][NH:12][S:13]([CH:16]([CH3:18])[CH3:17])(=[O:15])=[O:14])=[CH:6][CH:5]=1)([O-])=O.C(N(CC)CC)C.[F:27][C:28]1[CH:29]=[C:30]([CH:34]=[C:35]([F:37])[CH:36]=1)[C:31](Cl)=[O:32]. (5) The reactants are [CH2:1]([O:3][C:4]([C:6]1[N:7]([CH2:18][Si](C)(C)C)[N:8]=[N:9][C:10]=1[C:11]1[CH:16]=[CH:15][C:14]([Br:17])=[CH:13][CH:12]=1)=[O:5])[CH3:2].O.CCCC[N+](CCCC)(CCCC)CCCC.[F-]. The catalyst is C1COCC1. The product is [CH2:1]([O:3][C:4]([C:6]1[N:7]([CH3:18])[N:8]=[N:9][C:10]=1[C:11]1[CH:16]=[CH:15][C:14]([Br:17])=[CH:13][CH:12]=1)=[O:5])[CH3:2]. The yield is 0.454. (6) The reactants are [CH2:1]([N:3]1[C:7]2=[N:8][C:9]([CH2:47][CH3:48])=[C:10]([CH2:19][NH:20][C:21]([C:23]3[CH:28]=[CH:27][CH:26]=[C:25]([C:29]([NH:31][CH2:32][C:33]4[CH:34]=[C:35]([C:39]5[CH:44]=[CH:43][CH:42]=[C:41]([CH:45]=O)[CH:40]=5)[CH:36]=[CH:37][CH:38]=4)=[O:30])[N:24]=3)=[O:22])[C:11]([NH:12][CH:13]3[CH2:18][CH2:17][O:16][CH2:15][CH2:14]3)=[C:6]2[CH:5]=[N:4]1)[CH3:2].[CH3:49][C@@H:50]1[CH2:55][NH:54][CH2:53][C@H:52]([CH3:56])[NH:51]1.C(O)(=O)C.C(O[BH-](OC(=O)C)OC(=O)C)(=O)C. The catalyst is CS(C)=O. The product is [CH2:1]([N:3]1[C:7]2=[N:8][C:9]([CH2:47][CH3:48])=[C:10]([CH2:19][NH:20][C:21]([C:23]3[CH:28]=[CH:27][CH:26]=[C:25]([C:29]([NH:31][CH2:32][C:33]4[CH:34]=[C:35]([C:39]5[CH:44]=[CH:43][CH:42]=[C:41]([CH2:45][N:54]6[CH2:53][C@H:52]([CH3:56])[NH:51][C@H:50]([CH3:49])[CH2:55]6)[CH:40]=5)[CH:36]=[CH:37][CH:38]=4)=[O:30])[N:24]=3)=[O:22])[C:11]([NH:12][CH:13]3[CH2:14][CH2:15][O:16][CH2:17][CH2:18]3)=[C:6]2[CH:5]=[N:4]1)[CH3:2]. The yield is 0.272. (7) The reactants are [CH2:1]([O:5][C:6]1[N:11]=[C:10](Cl)[CH:9]=[C:8]([N:13]2[CH2:18][CH2:17][O:16][CH2:15][CH2:14]2)[N:7]=1)[CH2:2][CH2:3][CH3:4].[NH2:19][NH2:20]. The catalyst is O1CCOCC1. The product is [CH2:1]([O:5][C:6]1[N:11]=[C:10]([NH:19][NH2:20])[CH:9]=[C:8]([N:13]2[CH2:18][CH2:17][O:16][CH2:15][CH2:14]2)[N:7]=1)[CH2:2][CH2:3][CH3:4]. The yield is 0.810.